Dataset: Catalyst prediction with 721,799 reactions and 888 catalyst types from USPTO. Task: Predict which catalyst facilitates the given reaction. (1) Reactant: Cl[C:2]1[C:11]2=[N:12][N:13](CC3C=CC(OC)=CC=3)[CH:14]=[C:10]2[C:9]2[CH:8]=[CH:7][C:6]([O:24][CH3:25])=[CH:5][C:4]=2[N:3]=1.Cl.[CH3:27][OH:28]. Product: [O:28]1[C:7]2[CH:8]=[CH:9][C:4]([NH:3][C:2]3[C:11]4=[N:12][NH:13][CH:14]=[C:10]4[C:9]4[CH:8]=[CH:7][C:6]([O:24][CH3:25])=[CH:5][C:4]=4[N:3]=3)=[CH:5][C:6]=2[O:24][CH2:25][CH2:27]1. The catalyst class is: 12. (2) Reactant: C(NC(C)C)(C)C.C([Li])CCC.[CH3:13][O:14][C:15](=[O:28])[CH2:16][C:17]1[CH:22]=[CH:21][CH:20]=[C:19]([S:23][C:24]([F:27])([F:26])[F:25])[CH:18]=1.I[CH2:30][CH:31]1[CH2:35][CH2:34][CH2:33][CH2:32]1. Product: [CH3:13][O:14][C:15](=[O:28])[CH:16]([C:17]1[CH:22]=[CH:21][CH:20]=[C:19]([S:23][C:24]([F:27])([F:25])[F:26])[CH:18]=1)[CH2:30][CH:31]1[CH2:35][CH2:34][CH2:33][CH2:32]1. The catalyst class is: 544. (3) Reactant: Br[C:2]1[CH:3]=[CH:4][C:5]([N:8]2[C:12]([CH3:13])=[CH:11][CH:10]=[C:9]2[CH3:14])=[N:6][CH:7]=1.[Li]CCCC.[S:20]1[CH:24]=[CH:23][N:22]=[C:21]1[C:25]1[CH:30]=[CH:29][C:28]([C:31](=[O:34])[CH2:32][CH3:33])=[CH:27][CH:26]=1. Product: [CH3:14][C:9]1[N:8]([C:5]2[N:6]=[CH:7][C:2]([C:31]([C:28]3[CH:27]=[CH:26][C:25]([C:21]4[S:20][CH:24]=[CH:23][N:22]=4)=[CH:30][CH:29]=3)([OH:34])[CH2:32][CH3:33])=[CH:3][CH:4]=2)[C:12]([CH3:13])=[CH:11][CH:10]=1. The catalyst class is: 28.